This data is from Forward reaction prediction with 1.9M reactions from USPTO patents (1976-2016). The task is: Predict the product of the given reaction. (1) Given the reactants [C:1]1([B:7]([CH:9]([O:16][CH:17]([B:24]([C:26]2[CH:31]=[CH:30][CH:29]=[CH:28][CH:27]=2)[OH:25])[C:18]2[CH:23]=[CH:22][CH:21]=[CH:20][CH:19]=2)[C:10]2[CH:15]=[CH:14][CH:13]=[CH:12][CH:11]=2)[OH:8])[CH:6]=[CH:5][CH:4]=[CH:3][CH:2]=1.[NH2:32][CH2:33][CH:34](O)[CH3:35], predict the reaction product. The product is: [C:1]1([B:7]([CH:9]([O:16][CH:17]([B:24]([C:26]2[CH:27]=[CH:28][CH:29]=[CH:30][CH:31]=2)[O:25][CH:34]([CH3:35])[CH2:33][NH2:32])[C:18]2[CH:19]=[CH:20][CH:21]=[CH:22][CH:23]=2)[C:10]2[CH:15]=[CH:14][CH:13]=[CH:12][CH:11]=2)[O:8][CH:34]([CH3:35])[CH2:33][NH2:32])[CH:2]=[CH:3][CH:4]=[CH:5][CH:6]=1. (2) The product is: [CH2:1]([O:3][C:4]([C:6]1[C:10]([I:11])=[C:9]2[C:20](=[O:22])[NH:19][CH2:18][CH2:17][N:8]2[N:7]=1)=[O:5])[CH3:2]. Given the reactants [CH2:1]([O:3][C:4]([C:6]1[C:10]([I:11])=[C:9](C(OCC)=O)[N:8]([CH2:17][CH2:18][NH:19][C:20]([O:22]C(C)(C)C)=O)[N:7]=1)=[O:5])[CH3:2].O(CC1C=C2C(=O)NCCN2N=1)C1C=CC=CC=1, predict the reaction product. (3) Given the reactants [C:1]([C:5]1[CH:41]=[CH:40][C:8]([CH2:9][N:10]2[C:14](=[O:15])[N:13]([CH2:16][CH2:17][CH3:18])[C:12]([CH2:19][O:20]C(C3C=CC=CC=3)(C3C=CC=CC=3)C3C=CC=CC=3)=[N:11]2)=[CH:7][CH:6]=1)([CH3:4])([CH3:3])[CH3:2].C(O)(C(F)(F)F)=O, predict the reaction product. The product is: [C:1]([C:5]1[CH:41]=[CH:40][C:8]([CH2:9][N:10]2[C:14](=[O:15])[N:13]([CH2:16][CH2:17][CH3:18])[C:12]([CH2:19][OH:20])=[N:11]2)=[CH:7][CH:6]=1)([CH3:2])([CH3:3])[CH3:4]. (4) Given the reactants [O:1]1[CH2:4][CH:3]([NH2:5])[CH2:2]1.Cl[CH2:7][CH2:8][N:9]=[C:10]=[O:11].[H-].[Na+], predict the reaction product. The product is: [O:1]1[CH2:4][CH:3]([N:5]2[CH2:7][CH2:8][NH:9][C:10]2=[O:11])[CH2:2]1. (5) Given the reactants [CH3:1][C:2]1[NH:3][C:4](=[O:26])[C:5]([CH2:11][C:12]2[CH:17]=[CH:16][C:15]([C:18]3[C:19]([C:24]#[N:25])=[CH:20][CH:21]=[CH:22][CH:23]=3)=[CH:14][CH:13]=2)=[C:6]([CH2:8][CH2:9][CH3:10])[N:7]=1.[F:27][C:28]1[CH:33]=[CH:32][C:31](B(O)O)=[CH:30][CH:29]=1.N1C=CC=CC=1.C(N(CC)CC)C, predict the reaction product. The product is: [F:27][C:28]1[CH:33]=[CH:32][C:31]([N:3]2[C:4](=[O:26])[C:5]([CH2:11][C:12]3[CH:17]=[CH:16][C:15]([C:18]4[C:19]([C:24]#[N:25])=[CH:20][CH:21]=[CH:22][CH:23]=4)=[CH:14][CH:13]=3)=[C:6]([CH2:8][CH2:9][CH3:10])[N:7]=[C:2]2[CH3:1])=[CH:30][CH:29]=1. (6) Given the reactants [F:1][CH2:2][CH2:3][NH:4][C:5]([C:7]1[C:11]2=[N:12][CH:13]=[CH:14][CH:15]=[C:10]2[NH:9][CH:8]=1)=[O:6].C(=O)([O-])[O-].[K+].[K+].Br[CH2:23][C:24]1[C:29]([F:30])=[C:28]([F:31])[CH:27]=[CH:26][C:25]=1[O:32][CH3:33], predict the reaction product. The product is: [F:30][C:29]1[C:28]([F:31])=[CH:27][CH:26]=[C:25]([O:32][CH3:33])[C:24]=1[CH2:23][N:9]1[C:10]2[C:11](=[N:12][CH:13]=[CH:14][CH:15]=2)[C:7]([C:5]([NH:4][CH2:3][CH2:2][F:1])=[O:6])=[CH:8]1. (7) Given the reactants Cl[CH2:2][C:3]1[N:4]2[CH:10]=[C:9]([C:11]3[CH:16]=[CH:15][CH:14]=[CH:13][C:12]=3[N+:17]([O-:19])=[O:18])[N:8]=[C:5]2[S:6][CH:7]=1.C(N(CC)CC)C.[NH:27]1[CH2:32][CH2:31][CH:30]([NH:33][C:34](=[O:40])[O:35][C:36]([CH3:39])([CH3:38])[CH3:37])[CH2:29][CH2:28]1, predict the reaction product. The product is: [C:36]([O:35][C:34](=[O:40])[NH:33][CH:30]1[CH2:31][CH2:32][N:27]([CH2:2][C:3]2[N:4]3[CH:10]=[C:9]([C:11]4[CH:16]=[CH:15][CH:14]=[CH:13][C:12]=4[N+:17]([O-:19])=[O:18])[N:8]=[C:5]3[S:6][CH:7]=2)[CH2:28][CH2:29]1)([CH3:39])([CH3:37])[CH3:38].